Dataset: Forward reaction prediction with 1.9M reactions from USPTO patents (1976-2016). Task: Predict the product of the given reaction. (1) Given the reactants [CH:1]12[CH2:10][CH:5]3[CH2:6][CH:7]([CH2:9][CH:3]([CH2:4]3)[CH:2]1[NH2:11])[CH2:8]2.C1N=CN([C:17](N2C=NC=C2)=[O:18])C=1.CCN(C(C)C)C(C)C.[N:33]1([C:42]([O:44][C:45]([CH3:48])([CH3:47])[CH3:46])=[O:43])[C:37]2([CH2:41][CH2:40][NH:39][CH2:38]2)[CH2:36][CH2:35][CH2:34]1, predict the reaction product. The product is: [CH:1]12[CH2:10][CH:5]3[CH2:6][CH:7]([CH2:9][CH:3]([CH2:4]3)[CH:2]1[NH:11][C:17]([N:39]1[CH2:40][CH2:41][C:37]3([N:33]([C:42]([O:44][C:45]([CH3:48])([CH3:47])[CH3:46])=[O:43])[CH2:34][CH2:35][CH2:36]3)[CH2:38]1)=[O:18])[CH2:8]2. (2) Given the reactants N[C:2]1[N:7]=[C:6]([C:8]([O:10][CH3:11])=[O:9])[C:5]([O:12][CH3:13])=[N:4][CH:3]=1.N([O-])=O.[Na+].C(Cl)(Cl)Cl.C(=O)([O-])O.[Na+].[FH:27], predict the reaction product. The product is: [F:27][C:2]1[N:7]=[C:6]([C:8]([O:10][CH3:11])=[O:9])[C:5]([O:12][CH3:13])=[N:4][CH:3]=1. (3) Given the reactants C[O:2][C:3]1[C:8]([C:9]2[CH:14]=[CH:13][N:12]=[C:11]([CH3:15])[CH:10]=2)=[CH:7][CH:6]=[C:5]([C:16]([O:18]C)=[O:17])[N:4]=1.[ClH:20], predict the reaction product. The product is: [ClH:20].[CH3:15][C:11]1[CH:10]=[C:9]([C:8]2[C:3](=[O:2])[NH:4][C:5]([C:16]([OH:18])=[O:17])=[CH:6][CH:7]=2)[CH:14]=[CH:13][N:12]=1. (4) Given the reactants [CH:1]1([C:4]2[N:5]=[C:6]([C:9]3[N:10]=[C:11]([O:21][CH:22]4[CH2:39][CH:38]5[CH:24]([C:25](=[O:45])[N:26]([CH3:44])[CH2:27][CH2:28][CH2:29][CH2:30][CH:31]=[CH:32][CH:33]6[C:35]([C:41](O)=[O:42])([NH:36][C:37]5=[O:40])[CH2:34]6)[CH2:23]4)[C:12]4[C:17]([CH:18]=3)=[CH:16][C:15]([O:19][CH3:20])=[CH:14][CH:13]=4)[S:7][CH:8]=2)[CH2:3][CH2:2]1.C(N1C=CN=C1)(N1C=CN=C1)=O.[CH:58]1([S:61]([NH2:64])(=[O:63])=[O:62])[CH2:60][CH2:59]1.C1CCN2C(=NCCC2)CC1, predict the reaction product. The product is: [CH:1]1([C:4]2[N:5]=[C:6]([C:9]3[N:10]=[C:11]([O:21][CH:22]4[CH2:39][CH:38]5[CH:24]([C:25](=[O:45])[N:26]([CH3:44])[CH2:27][CH2:28][CH2:29][CH2:30][CH:31]=[CH:32][CH:33]6[C:35]([C:41]([NH:64][S:61]([CH:58]7[CH2:60][CH2:59]7)(=[O:63])=[O:62])=[O:42])([NH:36][C:37]5=[O:40])[CH2:34]6)[CH2:23]4)[C:12]4[C:17]([CH:18]=3)=[CH:16][C:15]([O:19][CH3:20])=[CH:14][CH:13]=4)[S:7][CH:8]=2)[CH2:3][CH2:2]1.